Dataset: Full USPTO retrosynthesis dataset with 1.9M reactions from patents (1976-2016). Task: Predict the reactants needed to synthesize the given product. (1) Given the product [O:1]1[C:6]2[CH:7]=[CH:8][CH:9]=[CH:10][C:5]=2[N:4]([C:18]([O:20][C:21]2[CH:26]=[CH:25][CH:24]=[CH:23][CH:22]=2)=[O:19])[C:3](=[O:11])[CH2:2]1, predict the reactants needed to synthesize it. The reactants are: [O:1]1[C:6]2[CH:7]=[CH:8][CH:9]=[CH:10][C:5]=2[NH:4][C:3](=[O:11])[CH2:2]1.C([Li])CCC.Cl[C:18]([O:20][C:21]1[CH:26]=[CH:25][CH:24]=[CH:23][CH:22]=1)=[O:19]. (2) Given the product [Cl:1][C:2]1[C:10]2[CH2:11][CH2:12][N:13]([CH3:16])[CH2:14][CH2:15][N:8]3[C:9]=2[C:5]([CH:6]2[CH2:19][CH2:18][CH2:17][CH:7]23)=[CH:4][CH:3]=1, predict the reactants needed to synthesize it. The reactants are: [Cl:1][C:2]1[C:10]2[CH2:11][CH2:12][N:13]([CH3:16])[CH2:14][CH2:15][N:8]3[C:9]=2[C:5]([C:6]2[CH2:19][CH2:18][CH2:17][C:7]=23)=[CH:4][CH:3]=1.C([BH3-])#N.[Na+]. (3) Given the product [C:1]([N:4]1[C:13]2[C:8](=[CH:9][C:10]([C:15]([NH2:31])=[O:17])=[C:11]([F:14])[CH:12]=2)[C@H:7]([NH:18][C:19]2[N:24]=[C:23]([CH3:25])[CH:22]=[CH:21][N:20]=2)[C@@H:6]([CH3:26])[C@@H:5]1[CH:27]1[CH2:28][CH2:29]1)(=[O:3])[CH3:2], predict the reactants needed to synthesize it. The reactants are: [C:1]([N:4]1[C:13]2[C:8](=[CH:9][C:10]([C:15]([OH:17])=O)=[C:11]([F:14])[CH:12]=2)[C@H:7]([NH:18][C:19]2[N:24]=[C:23]([CH3:25])[CH:22]=[CH:21][N:20]=2)[C@@H:6]([CH3:26])[C@@H:5]1[CH:27]1[CH2:29][CH2:28]1)(=[O:3])[CH3:2].C[N:31](C(ON1N=NC2C=CC=NC1=2)=[N+](C)C)C.F[P-](F)(F)(F)(F)F.CCN(C(C)C)C(C)C.[Cl-].[NH4+].